This data is from Full USPTO retrosynthesis dataset with 1.9M reactions from patents (1976-2016). The task is: Predict the reactants needed to synthesize the given product. (1) Given the product [CH2:1]([O:8][C:9]1[CH:45]=[CH:44][C:12]([C:13]([O:15][C:16]2[CH:21]=[CH:20][C:19]([CH2:22][CH:23]([NH:31][C:32](=[O:41])[C:33]3[CH:38]=[CH:37][C:36]([O:39][CH3:40])=[CH:35][CH:34]=3)[C:24]([OH:26])=[O:25])=[CH:18][C:17]=2[O:42][CH3:43])=[O:14])=[CH:11][CH:10]=1)[CH2:2][CH2:3][CH2:4][CH2:5][CH2:6][CH3:7], predict the reactants needed to synthesize it. The reactants are: [CH2:1]([O:8][C:9]1[CH:45]=[CH:44][C:12]([C:13]([O:15][C:16]2[CH:21]=[CH:20][C:19]([CH2:22][CH:23]([NH:31][C:32](=[O:41])[C:33]3[CH:38]=[CH:37][C:36]([O:39][CH3:40])=[CH:35][CH:34]=3)[C:24]([O:26]C(C)(C)C)=[O:25])=[CH:18][C:17]=2[O:42][CH3:43])=[O:14])=[CH:11][CH:10]=1)[CH2:2][CH2:3][CH2:4][CH2:5][CH2:6][CH3:7].C(O)(C(F)(F)F)=O. (2) Given the product [C:1]([C:4]1[CH:9]=[CH:8][C:7]([CH2:10][CH2:11][C:12]2[CH:13]=[C:14]([Cl:20])[C:15]([C:18]#[N:19])=[N:16][CH:17]=2)=[CH:6][CH:5]=1)(=[O:3])[CH3:2], predict the reactants needed to synthesize it. The reactants are: [C:1]([C:4]1[CH:9]=[CH:8][C:7]([C:10]#[C:11][C:12]2[CH:13]=[C:14]([Cl:20])[C:15]([C:18]#[N:19])=[N:16][CH:17]=2)=[CH:6][CH:5]=1)(=[O:3])[CH3:2].[H][H]. (3) Given the product [CH3:13][C:14]1([CH3:18])[CH2:16][O:11][B:10]([C:4]2[CH:5]=[C:6]([F:9])[C:7]([F:8])=[C:2]([F:1])[CH:3]=2)[O:12][CH2:15]1, predict the reactants needed to synthesize it. The reactants are: [F:1][C:2]1[CH:3]=[C:4]([B:10]([OH:12])[OH:11])[CH:5]=[C:6]([F:9])[C:7]=1[F:8].[CH3:13][C:14]([CH2:18]O)([CH2:16]O)[CH3:15]. (4) Given the product [C:21]([NH:24][CH2:25][C@@H:26]1[O:30][C:29](=[O:31])[N:28]([C:32]2[CH:75]=[CH:74][C:35]([O:36][CH2:37][C:38]3([O:44][C:45](=[O:73])[CH:46]([NH:62][C:63]([O:65][CH2:66][C:67]4[CH:72]=[CH:71][CH:70]=[CH:69][CH:68]=4)=[O:64])[CH2:47][CH2:48][CH2:49][CH2:50][NH:51][C:52]([O:54][CH2:55][C:56]4[CH:57]=[CH:58][CH:59]=[CH:60][CH:61]=4)=[O:53])[CH2:39][CH2:40][N:41]([C:2]4[N:11]=[C:10]5[C:5]([C:6](=[O:18])[C:7]([C:15]([OH:17])=[O:16])=[CH:8][N:9]5[CH:12]5[CH2:14][CH2:13]5)=[CH:4][C:3]=4[F:19])[CH2:42][CH2:43]3)=[C:34]([F:76])[CH:33]=2)[CH2:27]1)(=[O:23])[CH3:22], predict the reactants needed to synthesize it. The reactants are: Cl[C:2]1[N:11]=[C:10]2[C:5]([C:6](=[O:18])[C:7]([C:15]([OH:17])=[O:16])=[CH:8][N:9]2[CH:12]2[CH2:14][CH2:13]2)=[CH:4][C:3]=1[F:19].Cl.[C:21]([NH:24][CH2:25][C@@H:26]1[O:30][C:29](=[O:31])[N:28]([C:32]2[CH:75]=[CH:74][C:35]([O:36][CH2:37][C:38]3([O:44][C:45](=[O:73])[CH:46]([NH:62][C:63]([O:65][CH2:66][C:67]4[CH:72]=[CH:71][CH:70]=[CH:69][CH:68]=4)=[O:64])[CH2:47][CH2:48][CH2:49][CH2:50][NH:51][C:52]([O:54][CH2:55][C:56]4[CH:61]=[CH:60][CH:59]=[CH:58][CH:57]=4)=[O:53])[CH2:43][CH2:42][NH:41][CH2:40][CH2:39]3)=[C:34]([F:76])[CH:33]=2)[CH2:27]1)(=[O:23])[CH3:22].C(N(CC)CC)C.C[Si](C)(C)Cl. (5) Given the product [CH3:53][O:54][C:55]1[CH:56]=[C:57]([CH:81]=[CH:82][CH:83]=1)[CH2:58][N:59]([CH2:67][C@@H:68]([OH:80])[C@@H:69]([NH:79][C:7](=[O:9])[C:6]1[CH:51]=[C:50]([NH:46][C:47](=[O:88])[C:49]2[CH:33]=[CH:32][CH:31]=[CH:30][CH:29]=2)[CH:52]=[C:4]([C:1](=[O:3])[CH3:2])[CH:5]=1)[CH2:70][C:71]1[CH:72]=[C:73]([F:78])[CH:74]=[C:75]([F:77])[CH:76]=1)[C:60](=[O:66])[O:61][C:62]([CH3:65])([CH3:63])[CH3:64], predict the reactants needed to synthesize it. The reactants are: [C:1]([C:4]1[CH:5]=[C:6](C=C(C(=O)N(C)CCC)C=1)[C:7]([OH:9])=O)(=[O:3])[CH3:2].CN(C(ON1N=N[C:30]2[CH:31]=[CH:32][CH:33]=N[C:29]1=2)=[N+](C)C)C.F[P-](F)(F)(F)(F)F.CC[N:46]([CH:50]([CH3:52])[CH3:51])[CH:47]([CH3:49])C.[CH3:53][O:54][C:55]1[CH:56]=[C:57]([CH:81]=[CH:82][CH:83]=1)[CH2:58][N:59]([CH2:67][C@@H:68]([OH:80])[C@@H:69]([NH2:79])[CH2:70][C:71]1[CH:76]=[C:75]([F:77])[CH:74]=[C:73]([F:78])[CH:72]=1)[C:60](=[O:66])[O:61][C:62]([CH3:65])([CH3:64])[CH3:63].CN(C=[O:88])C. (6) Given the product [F:25][C:26]1[CH:27]=[C:28]([S:33][Cl:37])[CH:29]=[CH:30][C:31]=1[F:32], predict the reactants needed to synthesize it. The reactants are: C(C1C(O)=C(C(C)=C(SC2C=CC(OC)=CC=2)C=1)C(O)=O)(C)(C)C.[F:25][C:26]1[CH:27]=[C:28]([SH:33])[CH:29]=[CH:30][C:31]=1[F:32].S(Cl)([Cl:37])(=O)=O.ClN1C(=O)CCC1=O. (7) The reactants are: Br[C:2]1[CH:7]=[CH:6][C:5]([C:8]2[CH:13]=[CH:12][C:11]([CH2:14][CH2:15][C:16]3([CH2:22][O:23][P:24]([C:30]([CH3:33])([CH3:32])[CH3:31])([C:26]([CH3:29])([CH3:28])[CH3:27])=[O:25])[CH2:20][O:19][C:18]([CH3:21])=[N:17]3)=[C:10]([Cl:34])[CH:9]=2)=[C:4]([F:35])[CH:3]=1.[CH3:36][C:37]1[CH:42]=[CH:41][C:40]([SH:43])=[CH:39][CH:38]=1.C(N(C(C)C)CC)(C)C.C1(P(C2C=CC=CC=2)C2C3OC4C(=CC=CC=4P(C4C=CC=CC=4)C4C=CC=CC=4)C(C)(C)C=3C=CC=2)C=CC=CC=1. Given the product [Cl:34][C:10]1[CH:9]=[C:8]([C:5]2[CH:6]=[CH:7][C:2]([S:43][C:40]3[CH:41]=[CH:42][C:37]([CH3:36])=[CH:38][CH:39]=3)=[CH:3][C:4]=2[F:35])[CH:13]=[CH:12][C:11]=1[CH2:14][CH2:15][C:16]1([CH2:22][O:23][P:24]([C:30]([CH3:33])([CH3:32])[CH3:31])([C:26]([CH3:29])([CH3:28])[CH3:27])=[O:25])[CH2:20][O:19][C:18]([CH3:21])=[N:17]1, predict the reactants needed to synthesize it.